The task is: Predict the product of the given reaction.. This data is from Forward reaction prediction with 1.9M reactions from USPTO patents (1976-2016). (1) Given the reactants C([O:3][C:4]([C:6]1[CH:11]=[C:10]([CH2:12][CH3:13])[N:9]=[C:8](S(C)(=O)=O)[N:7]=1)=[O:5])C.[CH3:18][CH2:19][O-:20].[Na+], predict the reaction product. The product is: [CH2:19]([O:20][C:8]1[N:7]=[C:6]([C:4]([OH:3])=[O:5])[CH:11]=[C:10]([CH2:12][CH3:13])[N:9]=1)[CH3:18]. (2) Given the reactants [NH:1]1[C:9]2[C:4](=[CH:5][CH:6]=[CH:7][CH:8]=2)[C:3]2([C:21]3[C:12](=[CH:13][C:14]4[O:19][CH2:18][CH2:17][O:16][C:15]=4[CH:20]=3)[O:11][CH2:10]2)[C:2]1=[O:22].N1C2C(=CC=CC=2)C2(C3=CC4OCOC=4C=C3OC2)C1=O.Cl.Cl[CH2:46][C:47]1[CH:48]=[N:49][CH:50]=[C:51]([F:53])[CH:52]=1.CC1C=CC(S(OC[C@H]2COCCO2)(=O)=O)=CC=1, predict the reaction product. The product is: [F:53][C:51]1[CH:52]=[C:47]([CH2:46][N:1]2[C:9]3[C:4](=[CH:5][CH:6]=[CH:7][CH:8]=3)[C:3]3([C:21]4[C:12](=[CH:13][C:14]5[O:19][CH2:18][CH2:17][O:16][C:15]=5[CH:20]=4)[O:11][CH2:10]3)[C:2]2=[O:22])[CH:48]=[N:49][CH:50]=1. (3) Given the reactants [Cl-].[CH2:2]([N+:8]1[CH:12]=[CH:11][N:10]([CH3:13])[CH:9]=1)[CH2:3][CH2:4][CH2:5][CH2:6][CH3:7].[S:14]([O:19]C)([O:17][CH3:18])(=[O:16])=[O:15], predict the reaction product. The product is: [CH3:18][O:17][S:14]([O-:19])(=[O:16])=[O:15].[CH2:2]([N+:8]1[CH:12]=[CH:11][N:10]([CH3:13])[CH:9]=1)[CH2:3][CH2:4][CH2:5][CH2:6][CH3:7]. (4) Given the reactants [C:1]([C:3]1[CH:8]=[CH:7][CH:6]=[CH:5][C:4]=1[S:9]([Cl:12])(=[O:11])=[O:10])#[N:2].[CH:13]1([NH2:19])[CH2:18][CH2:17][CH2:16][CH2:15][CH2:14]1.Cl.NCC1C=CC=CC=1S(NCC)(=O)=O, predict the reaction product. The product is: [ClH:12].[NH2:2][CH2:1][C:3]1[CH:8]=[CH:7][CH:6]=[CH:5][C:4]=1[S:9]([NH:19][CH:13]1[CH2:18][CH2:17][CH2:16][CH2:15][CH2:14]1)(=[O:11])=[O:10]. (5) Given the reactants ClC1N=C(N2CCOCC2)C2SC(C3C=C(C=CC=3)[C:14](O)=[O:15])=CC=2N=1.[CH3:26][N:27]1[CH2:32][CH2:31][NH:30][CH2:29][CH2:28]1, predict the reaction product. The product is: [CH3:26][N:27]1[CH2:32][CH2:31][N:30]([CH:14]=[O:15])[CH2:29][CH2:28]1. (6) Given the reactants [Br:1][C:2]1[C:3]([C:9]#[N:10])=[N:4][CH:5]=[C:6](F)[CH:7]=1.Cl.[NH2:12][C@H:13]([CH2:17][CH3:18])[C:14]([NH2:16])=[O:15].CCN(C(C)C)C(C)C.O, predict the reaction product. The product is: [Br:1][C:2]1[CH:7]=[C:6]([NH:12][C@H:13]([CH2:17][CH3:18])[C:14]([NH2:16])=[O:15])[CH:5]=[N:4][C:3]=1[C:9]#[N:10]. (7) The product is: [Cl:18][CH2:14][C:10]1[CH:11]=[CH:12][CH:13]=[C:8]([O:7][C:1]2[CH:6]=[CH:5][CH:4]=[CH:3][CH:2]=2)[CH:9]=1. Given the reactants [C:1]1([O:7][C:8]2[CH:9]=[C:10]([CH2:14]O)[CH:11]=[CH:12][CH:13]=2)[CH:6]=[CH:5][CH:4]=[CH:3][CH:2]=1.S(Cl)([Cl:18])=O, predict the reaction product. (8) Given the reactants [NH2:1][C@H:2]([C:6]([OH:8])=[O:7])[CH:3]([CH3:5])[CH3:4].C([O-])(O)=O.[Na+].[CH3:14][O:15][C:16](Cl)=[O:17].Cl, predict the reaction product. The product is: [CH3:14][O:15][C:16]([NH:1][C@@H:2]([CH:3]([CH3:5])[CH3:4])[C:6]([OH:8])=[O:7])=[O:17]. (9) Given the reactants [Cl:1][C:2]1[CH:7]=[CH:6][CH:5]=[CH:4][C:3]=1[S:8]([NH:11][CH2:12][C:13]1[S:17][C:16]([C:18]2[CH:23]=[CH:22][CH:21]=[C:20]([S:24]([CH3:27])(=[O:26])=[O:25])[CH:19]=2)=[N:15][CH:14]=1)(=[O:10])=[O:9].[CH2:28](Br)[C:29]1[CH:34]=[CH:33][CH:32]=[CH:31][CH:30]=1.C(=O)([O-])[O-].[Cs+].[Cs+], predict the reaction product. The product is: [CH2:28]([N:11]([CH2:12][C:13]1[S:17][C:16]([C:18]2[CH:23]=[CH:22][CH:21]=[C:20]([S:24]([CH3:27])(=[O:25])=[O:26])[CH:19]=2)=[N:15][CH:14]=1)[S:8]([C:3]1[CH:4]=[CH:5][CH:6]=[CH:7][C:2]=1[Cl:1])(=[O:10])=[O:9])[C:29]1[CH:34]=[CH:33][CH:32]=[CH:31][CH:30]=1. (10) The product is: [Cl:29][C:26]1[CH:27]=[CH:28][C:23]([CH:4]([CH2:3][CH2:2][S:30][C:31]2[CH:36]=[CH:35][CH:34]=[CH:33][CH:32]=2)/[C:5](/[F:22])=[C:6](\[F:21])/[CH2:7][C:8]2[CH:13]=[CH:12][CH:11]=[C:10]([O:14][C:15]3[CH:20]=[CH:19][CH:18]=[CH:17][CH:16]=3)[CH:9]=2)=[CH:24][CH:25]=1. Given the reactants Br[CH2:2][CH2:3][CH:4]([C:23]1[CH:28]=[CH:27][C:26]([Cl:29])=[CH:25][CH:24]=1)/[C:5](/[F:22])=[C:6](\[F:21])/[CH2:7][C:8]1[CH:13]=[CH:12][CH:11]=[C:10]([O:14][C:15]2[CH:20]=[CH:19][CH:18]=[CH:17][CH:16]=2)[CH:9]=1.[S-:30][C:31]1[CH:36]=[CH:35][CH:34]=[CH:33][CH:32]=1.[Na+], predict the reaction product.